This data is from Catalyst prediction with 721,799 reactions and 888 catalyst types from USPTO. The task is: Predict which catalyst facilitates the given reaction. Reactant: C(Cl)CCl.C1C=NC2N(O)N=NC=2C=1.[NH2:15][C:16]1[CH:17]=[N:18][CH:19]=[CH:20][C:21]=1[C@H:22]1[CH2:27][C@@H:26]([NH:28][C:29](=[O:35])[O:30][C:31]([CH3:34])([CH3:33])[CH3:32])[C@@H:25]([N:36]=[N+:37]=[N-:38])[C@@H:24]([CH3:39])[CH2:23]1.[F:40][C:41]1[CH:46]=[CH:45][CH:44]=[C:43]([F:47])[C:42]=1[C:48]1[N:53]=[C:52]([C:54](O)=[O:55])[CH:51]=[CH:50][C:49]=1[F:57]. The catalyst class is: 18. Product: [N:36]([C@H:25]1[C@@H:24]([CH3:39])[CH2:23][C@@H:22]([C:21]2[CH:20]=[CH:19][N:18]=[CH:17][C:16]=2[NH:15][C:54](=[O:55])[C:52]2[CH:51]=[CH:50][C:49]([F:57])=[C:48]([C:42]3[C:41]([F:40])=[CH:46][CH:45]=[CH:44][C:43]=3[F:47])[N:53]=2)[CH2:27][C@H:26]1[NH:28][C:29](=[O:35])[O:30][C:31]([CH3:34])([CH3:33])[CH3:32])=[N+:37]=[N-:38].